Predict the reactants needed to synthesize the given product. From a dataset of Full USPTO retrosynthesis dataset with 1.9M reactions from patents (1976-2016). (1) Given the product [C:61]([C:5]1[CH:4]=[CH:3][CH:2]=[CH:1][C:11]=1[C:10]1[NH:9][C:18]2[C:13]([C:12]=1[CH:22]1[CH2:32][CH2:26][CH2:25][CH2:24][CH2:23]1)=[CH:14][CH:15]=[C:16]([C:19]([O:21][CH3:67])=[O:20])[CH:17]=2)(=[O:62])[CH3:58], predict the reactants needed to synthesize it. The reactants are: [CH:1]1[C:11]2[C:10]3=[CH:12][C:13]4[CH:14]=[CH:15][C:16]([C:19]([OH:21])=[O:20])=[CH:17][C:18]=4[N:9]3CC=C[C:5]=2[CH:4]=[CH:3][CH:2]=1.[CH:22]1[C:32]2C3=CC4C=CC(C(O)=O)=CC=4N3C=CC[C:26]=2[CH:25]=[CH:24][CH:23]=1.C1C2C3=CC4C=C[C:58]([C:61](O)=[O:62])=CC=4N3CC(C(O)=O)=CC=2C=CC=1.[CH3:67]N(C(ON1N=NC2C=CC=CC1=2)=[N+](C)C)C.[B-](F)(F)(F)F.CCN(C(C)C)C(C)C.N1CCOCC1. (2) Given the product [BrH:23].[CH:1]1([C:4]([CH:6]([N:14]2[CH2:19][CH2:18][C:17]3[S:20][CH:21]=[CH:22][C:16]=3[CH2:15]2)[C:7]2[CH:12]=[CH:11][CH:10]=[CH:9][C:8]=2[F:13])=[O:5])[CH2:3][CH2:2]1, predict the reactants needed to synthesize it. The reactants are: [CH:1]1([C:4]([CH:6]([N:14]2[CH2:19][CH2:18][C:17]3[S:20][CH:21]=[CH:22][C:16]=3[CH2:15]2)[C:7]2[CH:12]=[CH:11][CH:10]=[CH:9][C:8]=2[F:13])=[O:5])[CH2:3][CH2:2]1.[BrH:23]. (3) Given the product [C:1]12([PH:11][C:12]34[CH2:13][CH:14]5[CH2:15][CH:16]([CH2:17][CH:18]([CH2:20]5)[CH2:19]3)[CH2:21]4)[CH2:2][CH:3]3[CH2:9][CH:7]([CH2:6][CH:5]([CH2:4]3)[CH2:10]1)[CH2:8]2, predict the reactants needed to synthesize it. The reactants are: [C:1]12([PH:11](=O)[C:12]34[CH2:21][CH:16]5[CH2:17][CH:18]([CH2:20][CH:14]([CH2:15]5)[CH2:13]3)[CH2:19]4)[CH2:10][CH:5]3[CH2:6][CH:7]([CH2:9][CH:3]([CH2:4]3)[CH2:2]1)[CH2:8]2.C12(P(Cl)(C34CC5CC(CC(C5)C3)C4)=O)CC3CC(CC(C3)C1)C2. (4) Given the product [CH2:25]([N:8]([CH2:1][C:2]1[CH:3]=[CH:4][CH:5]=[CH:6][CH:7]=1)[CH:9]([CH2:18][C:19]1[CH:20]=[CH:21][CH:22]=[CH:23][CH:24]=1)[C@@H:10]([C@@H:12]1[CH2:17][CH2:16][CH2:15][CH2:14][NH:13]1)[OH:11])[C:26]1[CH:27]=[CH:28][CH:29]=[CH:30][CH:31]=1, predict the reactants needed to synthesize it. The reactants are: [CH2:1]([N:8]([CH2:25][C:26]1[CH:31]=[CH:30][CH:29]=[CH:28][CH:27]=1)[C@@H:9]([CH2:18][C:19]1[CH:24]=[CH:23][CH:22]=[CH:21][CH:20]=1)[C@@H:10]([C:12]1[CH:17]=[CH:16][CH:15]=[CH:14][N:13]=1)[OH:11])[C:2]1[CH:7]=[CH:6][CH:5]=[CH:4][CH:3]=1.C(O)(=O)C.[H][H]. (5) Given the product [S:11]1[CH:12]=[CH:13][CH:14]=[C:10]1[CH2:9][N:1]1[CH2:6][CH2:5][C:4](=[O:7])[CH2:3][CH2:2]1, predict the reactants needed to synthesize it. The reactants are: [NH:1]1[CH2:6][CH2:5][C:4](=[O:7])[CH2:3][CH2:2]1.Cl[CH2:9][C:10]1[S:11][CH:12]=[CH:13][CH:14]=1. (6) The reactants are: [S:1]1[CH:5]=[CH:4][C:3]([C:6]([OH:8])=[O:7])=[CH:2]1.[Br:9]N1C(=O)CCC1=O.O. Given the product [Br:9][C:5]1[S:1][CH:2]=[C:3]([C:6]([OH:8])=[O:7])[CH:4]=1, predict the reactants needed to synthesize it.